This data is from Reaction yield outcomes from USPTO patents with 853,638 reactions. The task is: Predict the reaction yield, written as a fraction of the theoretical maximum amount of product (1.0 means a 100% yield; for example, 0.34 means a 34% yield). (1) The reactants are [C:1]([C:5]1[CH:9]=[C:8]([NH2:10])[O:7][N:6]=1)([CH3:4])([CH3:3])[CH3:2].[C:11](Cl)(=[O:19])[O:12][C:13]1[CH:18]=[CH:17][CH:16]=[CH:15][CH:14]=1.C(N(CC)CC)C. The catalyst is C(Cl)Cl. The product is [C:1]([C:5]1[CH:9]=[C:8]([NH:10][C:11](=[O:19])[O:12][C:13]2[CH:18]=[CH:17][CH:16]=[CH:15][CH:14]=2)[O:7][N:6]=1)([CH3:4])([CH3:3])[CH3:2]. The yield is 0.840. (2) The reactants are [NH2:1][C:2]1[C:20]([NH:21][C:22]2[CH:27]=[CH:26][C:25]([I:28])=[CH:24][C:23]=2[F:29])=[CH:19][C:18]([F:30])=[CH:17][C:3]=1[O:4][C:5]1[CH:6]=[C:7]([NH:11][S:12]([CH2:15][CH3:16])(=[O:14])=[O:13])[CH:8]=[CH:9][CH:10]=1.CCN(C(C)C)C(C)C.[S:40](Cl)(=[O:43])(=[O:42])[NH2:41].[Cl-].[NH4+]. The catalyst is C(Cl)Cl. The product is [F:30][C:18]1[CH:19]=[C:20]([NH:21][C:22]2[CH:27]=[CH:26][C:25]([I:28])=[CH:24][C:23]=2[F:29])[C:2]([NH:1][S:40](=[O:43])(=[O:42])[NH2:41])=[C:3]([CH:17]=1)[O:4][C:5]1[CH:6]=[C:7]([NH:11][S:12]([CH2:15][CH3:16])(=[O:13])=[O:14])[CH:8]=[CH:9][CH:10]=1. The yield is 0.350. (3) The reactants are [Br:1][C:2]1[CH:11]=[C:10]2[C:5]([CH2:6][CH2:7][NH:8][CH2:9]2)=[CH:4][CH:3]=1.[CH2:12]=O. The catalyst is C(O)=O. The product is [Br:1][C:2]1[CH:11]=[C:10]2[C:5]([CH2:6][CH2:7][N:8]([CH3:12])[CH2:9]2)=[CH:4][CH:3]=1. The yield is 0.780. (4) The reactants are C(O[C:6](=[O:12])[O:7][C:8]([CH3:11])([CH3:10])[CH3:9])(C)(C)C.[NH:13]1[C:21]2[C:16](=[CH:17][CH:18]=[CH:19][CH:20]=2)[CH2:15][CH2:14]1.[OH-].[Na+]. The product is [N:13]1([C:6]([O:7][C:8]([CH3:9])([CH3:10])[CH3:11])=[O:12])[C:21]2[C:16](=[CH:17][CH:18]=[CH:19][CH:20]=2)[CH2:15][CH2:14]1. The catalyst is C(Cl)Cl.O. The yield is 0.680. (5) The reactants are [CH3:1][NH:2][CH2:3][C:4]([N:6]1[CH2:11][CH2:10][S:9][C:8]2[CH:12]=[CH:13][C:14]([N+:16]([O-:18])=[O:17])=[CH:15][C:7]1=2)=[O:5].C(N(CC)CC)C.[C:26](O[C:26]([O:28][C:29]([CH3:32])([CH3:31])[CH3:30])=[O:27])([O:28][C:29]([CH3:32])([CH3:31])[CH3:30])=[O:27]. The catalyst is O1CCOCC1.C(OCC)(=O)C. The product is [CH3:1][N:2]([CH2:3][C:4]([N:6]1[CH2:11][CH2:10][S:9][C:8]2[CH:12]=[CH:13][C:14]([N+:16]([O-:18])=[O:17])=[CH:15][C:7]1=2)=[O:5])[C:26](=[O:27])[O:28][C:29]([CH3:32])([CH3:31])[CH3:30]. The yield is 1.00.